This data is from Full USPTO retrosynthesis dataset with 1.9M reactions from patents (1976-2016). The task is: Predict the reactants needed to synthesize the given product. (1) Given the product [CH3:1][O:2][C:3]([C:5]1[C:10](/[CH:11]=[CH:12]/[Br:24])=[C:9]([NH2:13])[N:8]=[C:7]([C:14]2[CH:19]=[CH:18][C:17]([Cl:20])=[C:16]([O:21][CH3:22])[C:15]=2[F:23])[N:6]=1)=[O:4], predict the reactants needed to synthesize it. The reactants are: [CH3:1][O:2][C:3]([C:5]1[C:10]([CH:11]=[CH2:12])=[C:9]([NH2:13])[N:8]=[C:7]([C:14]2[CH:19]=[CH:18][C:17]([Cl:20])=[C:16]([O:21][CH3:22])[C:15]=2[F:23])[N:6]=1)=[O:4].[Br:24]Br.C(N(CC)CC)C. (2) Given the product [CH:1]([C:3]1[CH:4]=[C:5]([C:11]2[CH:16]=[CH:15][C:14]([C:17]#[N:18])=[CH:13][N:21]=2)[CH:6]=[CH:7][C:8]=1[O:9][CH3:10])=[O:2], predict the reactants needed to synthesize it. The reactants are: [CH:1]([C:3]1[CH:4]=[C:5]([C:11]2[CH:16]=[CH:15][C:14]([C:17]#[N:18])=[CH:13]C=2)[CH:6]=[CH:7][C:8]=1[O:9][CH3:10])=[O:2].ClC1C=CC(C#N)=C[N:21]=1.C(O)(=O)C.C(C1C=CC(C2C=CC(C3NC4C=CC(C(N)=N)=CC=4N=3)=CC=2)=CC=1F)(=N)N.ONC(C1C=CC2NC(C3C(O)=C(C4C=CC(C(=N)NO)=CC=4)C=CC=3)=NC=2C=1)=N.C(O)(=O)C.C(C1C=CC(C2C=CC(OC)=C(C3NC4C=CC(C(N)=N)=CC=4N=3)C=2)=CC=1)(=N)N. (3) Given the product [CH3:1][C:2]1[CH:7]=[CH:6][CH:5]=[C:4]([CH3:8])[C:3]=1[C:9]1[CH:14]=[CH:13][CH:12]=[C:11]([C:15](=[S:49])[NH:17][C:18]2[CH:23]=[CH:22][C:21]([C:24]3[N:28]=[CH:27][N:26]([C:29]4[CH:34]=[CH:33][C:32]([O:35][C:36]([F:39])([F:38])[F:37])=[CH:31][CH:30]=4)[N:25]=3)=[CH:20][CH:19]=2)[CH:10]=1, predict the reactants needed to synthesize it. The reactants are: [CH3:1][C:2]1[CH:7]=[CH:6][CH:5]=[C:4]([CH3:8])[C:3]=1[C:9]1[CH:14]=[CH:13][CH:12]=[C:11]([C:15]([NH:17][C:18]2[CH:23]=[CH:22][C:21]([C:24]3[N:28]=[CH:27][N:26]([C:29]4[CH:34]=[CH:33][C:32]([O:35][C:36]([F:39])([F:38])[F:37])=[CH:31][CH:30]=4)[N:25]=3)=[CH:20][CH:19]=2)=O)[CH:10]=1.COC1C=CC(P2(=S)SP(=S)(C3C=CC(OC)=CC=3)[S:49]2)=CC=1. (4) Given the product [Cl:1][C:2]1[N:3]=[C:4]([C:9]([NH:11][C@H:12]2[CH2:17][CH2:16][N:15]([C:18]3[S:19][C:20]([C:26]([O:28][CH2:29][CH3:30])=[O:27])=[C:21]([C:23](=[O:25])[NH:39][CH2:38][CH2:37][O:36][CH2:34][CH3:35])[N:22]=3)[CH2:14][C@H:13]2[O:31][CH2:32][CH3:33])=[O:10])[NH:5][C:6]=1[CH2:7][CH3:8], predict the reactants needed to synthesize it. The reactants are: [Cl:1][C:2]1[N:3]=[C:4]([C:9]([NH:11][C@H:12]2[CH2:17][CH2:16][N:15]([C:18]3[S:19][C:20]([C:26]([O:28][CH2:29][CH3:30])=[O:27])=[C:21]([C:23]([OH:25])=O)[N:22]=3)[CH2:14][C@H:13]2[O:31][CH2:32][CH3:33])=[O:10])[NH:5][C:6]=1[CH2:7][CH3:8].[CH2:34]([O:36][CH2:37][CH2:38][NH2:39])[CH3:35].CCN=C=NCCCN(C)C.Cl.ON1C2C=CC=CC=2N=N1.